Dataset: Forward reaction prediction with 1.9M reactions from USPTO patents (1976-2016). Task: Predict the product of the given reaction. (1) Given the reactants N#N.[NH:3]1[C:7]2[CH:8]=[CH:9][CH:10]=[CH:11][C:6]=2[N:5]=[C:4]1[CH:12]([NH:25]C(=O)OC(C)(C)C)[CH2:13][C:14]1[CH:19]=[CH:18][C:17]([C:20]([F:23])([F:22])[F:21])=[CH:16][C:15]=1[F:24].Cl, predict the reaction product. The product is: [NH:3]1[C:7]2[CH:8]=[CH:9][CH:10]=[CH:11][C:6]=2[N:5]=[C:4]1[CH:12]([NH2:25])[CH2:13][C:14]1[CH:19]=[CH:18][C:17]([C:20]([F:22])([F:21])[F:23])=[CH:16][C:15]=1[F:24]. (2) Given the reactants [OH:1][C:2]1[CH:7]=[CH:6][C:5]([CH:8]2[CH2:10][CH:9]2[CH2:11][C:12]([OH:14])=[O:13])=[CH:4][CH:3]=1.[C:15]1(P(C2C=CC=CC=2)C2C=CC=CC=2)C=CC=C[CH:16]=1.N(C(OCC)=O)=NC(OCC)=O.[NH:46]1[C:52]2[N:53]=[C:54]([CH2:57][CH2:58]O)[CH:55]=[CH:56][C:51]=2[CH2:50][O:49][CH2:48][CH2:47]1, predict the reaction product. The product is: [NH:46]1[C:52]2[N:53]=[C:54]([CH2:57][CH2:58][O:1][C:2]3[CH:3]=[CH:4][C:5]([CH:8]4[CH2:10][CH:9]4[CH2:11][C:12]([O:14][CH2:15][CH3:16])=[O:13])=[CH:6][CH:7]=3)[CH:55]=[CH:56][C:51]=2[CH2:50][O:49][CH2:48][CH2:47]1. (3) Given the reactants Br[C:2]1[CH:3]=[C:4]([O:10]C)[C:5]([O:8]C)=[N:6][CH:7]=1.[C:12]1(B(O)O)[CH:17]=[CH:16][CH:15]=[CH:14][CH:13]=1.C([O-])([O-])=O.[K+].[K+], predict the reaction product. The product is: [C:12]1([C:2]2[CH:3]=[C:4]([OH:10])[C:5](=[O:8])[NH:6][CH:7]=2)[CH:17]=[CH:16][CH:15]=[CH:14][CH:13]=1. (4) Given the reactants [CH3:1][C:2]1[CH:3]=[N:4][NH:5][CH:6]=1.C(=O)([O-])[O-].[K+].[K+].F[C:14]1[CH:21]=[CH:20][C:17]([C:18]#[N:19])=[CH:16][CH:15]=1, predict the reaction product. The product is: [CH3:1][C:2]1[CH:3]=[N:4][N:5]([C:14]2[CH:21]=[CH:20][C:17]([C:18]#[N:19])=[CH:16][CH:15]=2)[CH:6]=1. (5) The product is: [CH3:1][C:2]1[C:7]([C:8]2[CH:13]=[CH:12][CH:11]=[CH:10][C:9]=2[C:14]([F:16])([F:15])[F:17])=[N:6][N:5]2[C:18]([C:21]([OH:23])=[O:22])=[CH:19][N:20]=[C:4]2[C:3]=1[CH3:26]. Given the reactants [CH3:1][C:2]1[C:7]([C:8]2[CH:13]=[CH:12][CH:11]=[CH:10][C:9]=2[C:14]([F:17])([F:16])[F:15])=[N:6][N:5]2[C:18]([C:21]([O:23]CC)=[O:22])=[CH:19][N:20]=[C:4]2[C:3]=1[CH3:26].O.[Li+].[OH-].Cl, predict the reaction product. (6) Given the reactants [Br:1][CH2:2][CH2:3][NH2:4].[C:5](O[C:5]([O:7][C:8]([CH3:11])([CH3:10])[CH3:9])=[O:6])([O:7][C:8]([CH3:11])([CH3:10])[CH3:9])=[O:6].C1COCC1.C(=O)([O-])O.[Na+], predict the reaction product. The product is: [Br:1][CH2:2][CH2:3][NH:4][C:5](=[O:6])[O:7][C:8]([CH3:11])([CH3:10])[CH3:9].